From a dataset of Forward reaction prediction with 1.9M reactions from USPTO patents (1976-2016). Predict the product of the given reaction. (1) Given the reactants [Cl:1][C:2]1[CH:7]=[CH:6][C:5]([S:8]([N:11]2[C:20]3[C:15](=[N:16][CH:17]=[CH:18][CH:19]=3)[C:14](=C)[CH2:13][CH:12]2[CH3:22])(=[O:10])=[O:9])=[CH:4][CH:3]=1.CC[C@H]1[C@H]2C[C@H]([C@H](OC3C4C(=CC=CC=4)C(O[C@H](C4C=CN=C5C=4C=C(OC)C=C5)[C@@H]4N5C[C@H](CC)[C@@H](CC5)C4)=NN=3)C3C=CN=C4C=3C=C([O:44]C)C=C4)N(CC2)C1.S([O-])([O-])=O.[Na+].[Na+].I([O-])(=O)(=O)=O.[Na+], predict the reaction product. The product is: [Cl:1][C:2]1[CH:7]=[CH:6][C:5]([S:8]([N:11]2[C:20]3[C:15](=[N:16][CH:17]=[CH:18][CH:19]=3)[C:14](=[O:44])[CH2:13][CH:12]2[CH3:22])(=[O:10])=[O:9])=[CH:4][CH:3]=1. (2) Given the reactants Cl[CH2:2][CH2:3][OH:4].Cl[S:6]([N:9]=[C:10]=[O:11])(=[O:8])=[O:7].[CH3:12][N:13]([CH3:17])[CH2:14][CH2:15][NH2:16].C(N(CC)CC)C, predict the reaction product. The product is: [CH3:12][N:13]([CH3:17])[CH2:14][CH2:15][NH:16][S:6]([N:9]1[CH2:2][CH2:3][O:4][C:10]1=[O:11])(=[O:8])=[O:7]. (3) Given the reactants Br[CH2:2][CH2:3][CH2:4][CH2:5][CH2:6][CH2:7][CH2:8][CH2:9][CH2:10][C:11]([OH:13])=[O:12].[N:14](CCCCCCCCC(O)=O)=[N+:15]=[N-:16], predict the reaction product. The product is: [N:14]([CH2:2][CH2:3][CH2:4][CH2:5][CH2:6][CH2:7][CH2:8][CH2:9][CH2:10][C:11]([OH:13])=[O:12])=[N+:15]=[N-:16]. (4) The product is: [O:1]([C:2]1[CH:3]=[CH:4][CH:5]=[C:6]2[C:10]=1[C:9](=[O:11])[CH:8]([CH3:12])[CH2:7]2)[Si:22]([C:18]([CH3:21])([CH3:20])[CH3:19])([CH3:25])[CH3:24]. Given the reactants [OH:1][C:2]1[CH:3]=[CH:4][CH:5]=[C:6]2[C:10]=1[C:9](=[O:11])[CH:8]([CH3:12])[CH2:7]2.N1C=CN=C1.[C:18]([Si:22]([CH3:25])([CH3:24])Cl)([CH3:21])([CH3:20])[CH3:19].O, predict the reaction product.